This data is from Catalyst prediction with 721,799 reactions and 888 catalyst types from USPTO. The task is: Predict which catalyst facilitates the given reaction. (1) Reactant: [CH2:1]([N:8]1[C:13](=[O:14])[C:12]([CH3:15])=[C:11]2[S:16][CH:17]=[CH:18][N:10]2[C:9]1=[O:19])[C:2]1[CH:7]=[CH:6][CH:5]=[CH:4][CH:3]=1.C[Si](C)(C)N[Si](C)(C)C.[Li].[CH:30](=[O:39])/[CH:31]=[CH:32]/[C:33]1[CH:38]=[CH:37][CH:36]=[CH:35][CH:34]=1.[Cl-].[NH4+]. Product: [CH2:1]([N:8]1[C:13](=[O:14])[C:12]([CH3:15])=[C:11]2[S:16][C:17]([CH:30]([OH:39])[CH:31]=[CH:32][C:33]3[CH:38]=[CH:37][CH:36]=[CH:35][CH:34]=3)=[CH:18][N:10]2[C:9]1=[O:19])[C:2]1[CH:3]=[CH:4][CH:5]=[CH:6][CH:7]=1. The catalyst class is: 7. (2) Reactant: C(O)(=O)C.[F-].C([N+](CCCC)(CCCC)CCCC)CCC.C1COCC1.[Si]([O:35][CH2:36][C:37]([C:39]1[N:40]=[CH:41][N:42]2[CH:46]=[C:45]([C:47]3[CH2:48][C@@H:49]4[C@@H:66]([C@H:67]([OH:69])[CH3:68])[C:65](=[O:70])[N:50]4[C:51]=3[C:52]([O:54][CH2:55][C:56]3[CH:61]=[CH:60][C:59]([N+:62]([O-:64])=[O:63])=[CH:58][CH:57]=3)=[O:53])[S:44][C:43]=12)=[O:38])(C(C)(C)C)(C)C.C(=O)([O-])O.[Na+]. Product: [OH:35][CH2:36][C:37]([C:39]1[N:40]=[CH:41][N:42]2[CH:46]=[C:45]([C:47]3[CH2:48][C@@H:49]4[C@@H:66]([C@H:67]([OH:69])[CH3:68])[C:65](=[O:70])[N:50]4[C:51]=3[C:52]([O:54][CH2:55][C:56]3[CH:61]=[CH:60][C:59]([N+:62]([O-:64])=[O:63])=[CH:58][CH:57]=3)=[O:53])[S:44][C:43]=12)=[O:38]. The catalyst class is: 220. (3) Reactant: [OH-:1].[K+].[F:3][C:4]1[C:16]2[O:17][CH2:18][CH2:19][C:15]=2[C:14]2[C:13]3[CH2:12][CH2:11][NH:10][C:9](=[O:20])[C:8]=3[NH:7][C:6]=2[CH:5]=1. Product: [NH2:10][CH2:11][CH2:12][C:13]1[C:14]2[C:6](=[CH:5][C:4]([F:3])=[C:16]3[C:15]=2[CH2:19][CH2:18][O:17]3)[NH:7][C:8]=1[C:9]([OH:20])=[O:1]. The catalyst class is: 8. (4) Reactant: [C:1]1([C:7]2([C:21]3[CH:26]=[CH:25][CH:24]=[CH:23][CH:22]=3)[CH2:15][C:14]3[C:10](=[C:11]([C:16]([O:18][CH2:19][CH3:20])=[O:17])[NH:12][N:13]=3)[CH:9]=[CH:8]2)[CH:6]=[CH:5][CH:4]=[CH:3][CH:2]=1.[H-].[Na+].F[C:30]1[CH:35]=[CH:34][C:33]([N+:36]([O-:38])=[O:37])=[CH:32][CH:31]=1.O. Product: [N+:36]([C:33]1[CH:34]=[CH:35][C:30]([N:13]2[C:14]3[C:10]([CH:9]=[CH:8][C:7]([C:1]4[CH:2]=[CH:3][CH:4]=[CH:5][CH:6]=4)([C:21]4[CH:26]=[CH:25][CH:24]=[CH:23][CH:22]=4)[CH:15]=3)=[C:11]([C:16]([O:18][CH2:19][CH3:20])=[O:17])[NH:12]2)=[CH:31][CH:32]=1)([O-:38])=[O:37]. The catalyst class is: 9. (5) Reactant: [F:1][C:2]1[CH:7]=[CH:6][C:5]([C:8]2[CH:13]=[CH:12][N+:11]([O-])=[C:10]([CH3:15])[CH:9]=2)=[CH:4][CH:3]=1.C[Si]([C:20]#[N:21])(C)C.CN(C)C(Cl)=O.C(=O)([O-])[O-].[Na+].[Na+]. Product: [F:1][C:2]1[CH:3]=[CH:4][C:5]([C:8]2[CH:9]=[C:10]([CH3:15])[N:11]=[C:12]([C:20]#[N:21])[CH:13]=2)=[CH:6][CH:7]=1. The catalyst class is: 2. (6) Reactant: [CH:1]([C:3]1[C:8](I)=[CH:7][CH:6]=[CH:5][C:4]=1[N:10]1[CH:14]=[C:13]([C:15]#[N:16])[C:12]([NH:17][C:18]2[CH:23]=[CH:22][C:21]([C:24]([N:26]3[CH2:31][CH2:30][O:29][CH2:28][CH2:27]3)=[O:25])=[CH:20][CH:19]=2)=[N:11]1)=[O:2].[C:32]([C:36]1[CH:37]=[C:38]2[C:43](=[C:44]([F:46])[CH:45]=1)[C:42](=[O:47])[NH:41][N:40]=[CH:39]2)([CH3:35])([CH3:34])[CH3:33].C(=O)(O)[O-].[Na+]. Product: [C:32]([C:36]1[CH:37]=[C:38]2[C:43](=[C:44]([F:46])[CH:45]=1)[C:42](=[O:47])[N:41]([C:8]1[C:3]([CH:1]=[O:2])=[C:4]([N:10]3[CH:14]=[C:13]([C:15]#[N:16])[C:12]([NH:17][C:18]4[CH:23]=[CH:22][C:21]([C:24]([N:26]5[CH2:31][CH2:30][O:29][CH2:28][CH2:27]5)=[O:25])=[CH:20][CH:19]=4)=[N:11]3)[CH:5]=[CH:6][CH:7]=1)[N:40]=[CH:39]2)([CH3:35])([CH3:33])[CH3:34]. The catalyst class is: 16. (7) Reactant: [OH-].[Na+].[I-].[CH3:4][S+](C)(C)=O.C[O:10][CH2:11][C:12]([C:14]1[CH:19]=[CH:18][CH:17]=[C:16]([CH:20]=[CH:21][C:22]2[N:31]([C:32]3[CH:37]=[CH:36][CH:35]=[CH:34][CH:33]=3)[C:30](=[O:38])[C:29]3[C:24](=[CH:25][CH:26]=[CH:27][CH:28]=3)[N:23]=2)C=1O)=[O:13].Cl. Product: [OH:10][C:11]1[C:12]([O:13][CH3:4])=[CH:14][CH:19]=[CH:18][C:17]=1[C@H:16]1[CH2:20][C@H:21]1[C:22]1[N:31]([C:32]2[CH:33]=[CH:34][CH:35]=[CH:36][CH:37]=2)[C:30](=[O:38])[C:29]2[C:24](=[CH:25][CH:26]=[CH:27][CH:28]=2)[N:23]=1. The catalyst class is: 18. (8) Reactant: [N:1]1[C:10]2[C:5](=CC=C[CH:9]=2)C=CC=1.[Br:11]N1C(=O)CCC1=O.[C:29](OO[C:29](=O)[C:30]1[CH:35]=[CH:34][CH:33]=[CH:32][CH:31]=1)(=O)[C:30]1[CH:35]=[CH:34][CH:33]=[CH:32][CH:31]=1.C1(=O)NC(=O)CC1. Product: [N:1]1[C:31]2[C:30](=[CH:35][CH:34]=[CH:33][CH:32]=2)[CH:29]=[CH:5][C:10]=1[CH2:9][Br:11]. The catalyst class is: 48. (9) Reactant: [CH2:1]([O:8][N:9]1[CH2:15][CH:14]=[CH:13][CH2:12][C@@H:11]([NH:16][S:17]([C:20]2[CH:25]=[CH:24][C:23](F)=[CH:22][CH:21]=2)(=[O:19])=[O:18])[C:10]1=[O:27])[C:2]1[CH:7]=[CH:6][CH:5]=[CH:4][CH:3]=1.[C:28]1([CH:34]2[CH2:39][CH2:38][NH:37][CH2:36][CH2:35]2)[CH:33]=[CH:32][CH:31]=[CH:30][CH:29]=1. Product: [CH2:1]([O:8][N:9]1[CH2:15][CH:14]=[CH:13][CH2:12][C@@H:11]([NH:16][S:17]([C:20]2[CH:25]=[CH:24][C:23]([N:37]3[CH2:38][CH2:39][CH:34]([C:28]4[CH:33]=[CH:32][CH:31]=[CH:30][CH:29]=4)[CH2:35][CH2:36]3)=[CH:22][CH:21]=2)(=[O:19])=[O:18])[C:10]1=[O:27])[C:2]1[CH:7]=[CH:6][CH:5]=[CH:4][CH:3]=1. The catalyst class is: 16.